Predict the reaction yield, written as a fraction of the theoretical maximum amount of product (1.0 means a 100% yield; for example, 0.34 means a 34% yield). From a dataset of Reaction yield outcomes from USPTO patents with 853,638 reactions. (1) The reactants are Br[C:2]1[CH:11]=[C:10]2[C:5]([C:6]([CH3:16])([CH3:15])[CH2:7][C:8](=[O:14])[N:9]2[CH2:12][CH3:13])=[CH:4][C:3]=1[CH3:17].[F:18][C:19]1[C:26](I)=[C:25]([O:28][CH3:29])[CH:24]=[CH:23][C:20]=1[CH:21]=[O:22]. No catalyst specified. The product is [F:18][C:19]1[C:26]([C:2]2[CH:11]=[C:10]3[C:5]([C:6]([CH3:16])([CH3:15])[CH2:7][C:8](=[O:14])[N:9]3[CH2:12][CH3:13])=[CH:4][C:3]=2[CH3:17])=[C:25]([O:28][CH3:29])[CH:24]=[CH:23][C:20]=1[CH:21]=[O:22]. The yield is 0.590. (2) The reactants are [CH3:1][C:2]1([CH3:33])[S:7][CH2:6][CH2:5][N:4]([S:8]([C:11]2[CH:16]=[CH:15][C:14]([O:17][CH2:18][C:19]#[C:20][CH2:21][CH2:22][O:23]C3CCCCO3)=[CH:13][CH:12]=2)(=[O:10])=[O:9])[CH:3]1[C:30](O)=[O:31].[OH:34][N:35]1C2C=CC=CC=2N=N1.Cl.CN(C)CCCN=C=NCC.NO. The catalyst is ClCCl.CN(C=O)C.C(OCC)(=O)C.C1(C)C=CC(S([O-])(=O)=O)=CC=1.[NH+]1C=CC=CC=1. The product is [OH:34][NH:35][C:30]([CH:3]1[C:2]([CH3:33])([CH3:1])[S:7][CH2:6][CH2:5][N:4]1[S:8]([C:11]1[CH:16]=[CH:15][C:14]([O:17][CH2:18][C:19]#[C:20][CH2:21][CH2:22][OH:23])=[CH:13][CH:12]=1)(=[O:10])=[O:9])=[O:31]. The yield is 0.210. (3) The reactants are [NH2:1][C@H:2]1[C:10]2[C:5](=[CH:6][CH:7]=[CH:8][CH:9]=2)[CH2:4][CH2:3]1.[F:11][C:12]([F:23])([F:22])[C:13](O[C:13](=[O:14])[C:12]([F:23])([F:22])[F:11])=[O:14]. No catalyst specified. The product is [F:11][C:12]([F:23])([F:22])[C:13]([NH:1][C@H:2]1[C:10]2[C:5](=[CH:6][CH:7]=[CH:8][CH:9]=2)[CH2:4][CH2:3]1)=[O:14]. The yield is 0.670. (4) The reactants are [NH2:1][C:2]1[CH:19]=[CH:18][C:5]([O:6][C:7]2[C:12]3[N:13]=[CH:14][C:15](=[O:17])[NH:16][C:11]=3[N:10]=[CH:9][CH:8]=2)=[CH:4][C:3]=1[S:20][CH3:21].[C:22]([C:26]1[CH:30]=[C:29]([N:31]=[C:32]=[O:33])[N:28]([C:34]2[CH:35]=[CH:36][C:37]([O:40][CH3:41])=[N:38][CH:39]=2)[N:27]=1)([CH3:25])([CH3:24])[CH3:23]. No catalyst specified. The product is [C:22]([C:26]1[CH:30]=[C:29]([NH:31][C:32]([NH:1][C:2]2[CH:19]=[CH:18][C:5]([O:6][C:7]3[C:12]4[N:13]=[CH:14][C:15](=[O:17])[NH:16][C:11]=4[N:10]=[CH:9][CH:8]=3)=[CH:4][C:3]=2[S:20][CH3:21])=[O:33])[N:28]([C:34]2[CH:39]=[N:38][C:37]([O:40][CH3:41])=[CH:36][CH:35]=2)[N:27]=1)([CH3:25])([CH3:23])[CH3:24]. The yield is 0.530. (5) The reactants are I[C:2]1[CH:3]=[C:4]([CH:22]=[CH:23][CH:24]=1)[CH2:5][N:6]1[C:10]2=[N:11][C:12]([NH:15][C:16]3[CH:17]=[N:18][N:19]([CH3:21])[CH:20]=3)=[N:13][CH:14]=[C:9]2[CH:8]=[N:7]1.C([O-])([O-])=O.[Cs+].[Cs+].[NH:31]1[CH2:36][CH2:35][O:34][CH2:33][CH2:32]1. The catalyst is O1CCOCC1.C1C=CC(/C=C/C(/C=C/C2C=CC=CC=2)=O)=CC=1.C1C=CC(/C=C/C(/C=C/C2C=CC=CC=2)=O)=CC=1.C1C=CC(/C=C/C(/C=C/C2C=CC=CC=2)=O)=CC=1.[Pd].[Pd].CC(C1C=C(C(C)C)C(C2C=CC=CC=2P(C2CCCCC2)C2CCCCC2)=C(C(C)C)C=1)C. The product is [CH3:21][N:19]1[CH:20]=[C:16]([NH:15][C:12]2[N:11]=[C:10]3[N:6]([CH2:5][C:4]4[CH:22]=[CH:23][CH:24]=[C:2]([N:31]5[CH2:36][CH2:35][O:34][CH2:33][CH2:32]5)[CH:3]=4)[N:7]=[CH:8][C:9]3=[CH:14][N:13]=2)[CH:17]=[N:18]1. The yield is 0.520.